Dataset: Full USPTO retrosynthesis dataset with 1.9M reactions from patents (1976-2016). Task: Predict the reactants needed to synthesize the given product. (1) Given the product [NH:11]1[C:15]2[CH:16]=[CH:17][CH:18]=[CH:19][C:14]=2[N:13]=[C:12]1[C@H:8]([NH:9][C:10](=[O:20])[NH:23][C@@H:24]([CH2:28][C:29]1[CH:34]=[CH:33][CH:32]=[CH:31][CH:30]=1)[C:25]([NH2:27])=[O:26])[CH2:7][C:6]1[CH:21]=[CH:22][C:3]([O:2][CH3:1])=[CH:4][CH:5]=1, predict the reactants needed to synthesize it. The reactants are: [CH3:1][O:2][C:3]1[CH:22]=[CH:21][C:6]([CH2:7][C@@H:8]2[C:12]3=[N:13][C:14]4[CH:19]=[CH:18][CH:17]=[CH:16][C:15]=4[N:11]3[C:10](=[O:20])[NH:9]2)=[CH:5][CH:4]=1.[NH2:23][C@@H:24]([CH2:28][C:29]1[CH:34]=[CH:33][CH:32]=[CH:31][CH:30]=1)[C:25]([NH2:27])=[O:26].C(O)(C(F)(F)F)=O. (2) Given the product [Cl:27][C:24]1[CH:25]=[CH:26][C:21]([S:20][C:15]2[CH:16]=[CH:17][CH:18]=[CH:19][C:14]=2[CH2:13][CH2:12][C:11]([NH:10][CH2:9][CH2:8][CH2:7][CH2:6][NH:32][O:31][CH3:30])=[O:28])=[CH:22][CH:23]=1, predict the reactants needed to synthesize it. The reactants are: CS(O[CH2:6][CH2:7][CH2:8][CH2:9][NH:10][C:11](=[O:28])[CH2:12][CH2:13][C:14]1[CH:19]=[CH:18][CH:17]=[CH:16][C:15]=1[S:20][C:21]1[CH:26]=[CH:25][C:24]([Cl:27])=[CH:23][CH:22]=1)(=O)=O.Cl.[CH3:30][O:31][NH2:32].C([O-])([O-])=O.[Cs+].[Cs+]. (3) Given the product [F:22][C:23]([F:29])([F:28])[S:24]([O:1][C:2]1[CH:11]=[C:6]([C:7]([O:9][CH3:10])=[O:8])[CH:5]=[C:4]([CH:3]=1)[C:12]([O:14][CH3:15])=[O:13])(=[O:26])=[O:25], predict the reactants needed to synthesize it. The reactants are: [OH:1][C:2]1[CH:3]=[C:4]([C:12]([O:14][CH3:15])=[O:13])[CH:5]=[C:6]([CH:11]=1)[C:7]([O:9][CH3:10])=[O:8].N1C=CC=CC=1.[F:22][C:23]([F:29])([F:28])[S:24](O)(=[O:26])=[O:25]. (4) Given the product [N:1]1([C:7]([C:8]2[S:10][C:11]([NH2:24])=[CH:19][N:18]=2)=[O:12])[CH2:6][CH2:5][O:4][CH2:3][CH2:2]1, predict the reactants needed to synthesize it. The reactants are: [N:1]1([C:7](=[O:12])[C:8]([S:10][CH3:11])=S)[CH2:6][CH2:5][O:4][CH2:3][CH2:2]1.S(=O)(=O)(O)O.[NH2:18][CH2:19]C#N.C([N:24](CC)CC)C. (5) Given the product [NH2:30][C:2]1[CH:7]=[CH:6][C:5]([S:8]([NH:11][C:12]([C:14]2[CH:19]=[CH:18][C:17]([C:20]3[CH:25]=[CH:24][C:23]([F:26])=[CH:22][CH:21]=3)=[CH:16][CH:15]=2)=[O:13])(=[O:10])=[O:9])=[CH:4][C:3]=1[N+:27]([O-:29])=[O:28], predict the reactants needed to synthesize it. The reactants are: Cl[C:2]1[CH:7]=[CH:6][C:5]([S:8]([NH:11][C:12]([C:14]2[CH:19]=[CH:18][C:17]([C:20]3[CH:25]=[CH:24][C:23]([F:26])=[CH:22][CH:21]=3)=[CH:16][CH:15]=2)=[O:13])(=[O:10])=[O:9])=[CH:4][C:3]=1[N+:27]([O-:29])=[O:28].[NH3:30]. (6) Given the product [CH3:1][O:2][C:3]([C:5]1[CH:9]=[C:8]([C:27]2[CH:28]=[N:24][NH:25][CH:26]=2)[S:7][CH:6]=1)=[O:4], predict the reactants needed to synthesize it. The reactants are: [CH3:1][O:2][C:3]([C:5]1[CH:9]=[C:8](Br)[S:7][CH:6]=1)=[O:4].C(=O)([O-])[O-].[Cs+].[Cs+].C(OC([N:24]1[CH:28]=[C:27](B2OC(C)(C)C(C)(C)O2)[CH:26]=[N:25]1)=O)(C)(C)C.